This data is from Forward reaction prediction with 1.9M reactions from USPTO patents (1976-2016). The task is: Predict the product of the given reaction. (1) Given the reactants [CH3:1][C:2]1[N:6]2[C:7]3[CH:13]=[CH:12][NH:11][C:8]=3[CH:9]=[CH:10][C:5]2=[N:4][N:3]=1.C([O-])([O-])=O.[K+].[K+].Br[CH2:21][CH2:22][C:23]1[CH:28]=[CH:27][CH:26]=[CH:25][CH:24]=1, predict the reaction product. The product is: [CH3:1][C:2]1[N:6]2[C:7]3[CH:13]=[CH:12][N:11]([CH:22]([C:23]4[CH:28]=[CH:27][CH:26]=[CH:25][CH:24]=4)[CH3:21])[C:8]=3[CH:9]=[CH:10][C:5]2=[N:4][N:3]=1. (2) The product is: [F:20][C:21]1[C:27]([F:28])=[CH:26][CH:25]=[CH:24][C:22]=1[NH:23][C:2]1[C:11]2[C:6](=[C:7]([CH3:16])[CH:8]=[C:9]([S:12]([CH3:15])(=[O:14])=[O:13])[CH:10]=2)[N:5]=[N:4][C:3]=1[C:17]([NH2:19])=[O:18]. Given the reactants Cl[C:2]1[C:11]2[C:6](=[C:7]([CH3:16])[CH:8]=[C:9]([S:12]([CH3:15])(=[O:14])=[O:13])[CH:10]=2)[N:5]=[N:4][C:3]=1[C:17]([NH2:19])=[O:18].[F:20][C:21]1[C:27]([F:28])=[CH:26][CH:25]=[CH:24][C:22]=1[NH2:23], predict the reaction product. (3) Given the reactants [CH3:1][CH:2]1[C:5]([CH3:7])([CH3:6])[C:4]2([CH2:11][CH2:10][N:9]([C:12]([O:14]C(C)(C)C)=O)[CH2:8]2)[O:3]1.CC1(C)C2(CCN(C(OC(C)(C)C)=O)C2)OCC1.C(O)(C(F)(F)F)=O.CN(C)C=O.[Cl:49][C:50]1[CH:55]=[CH:54][C:53]([C:56]2(C(O)=O)[CH2:58][CH2:57]2)=[CH:52][CH:51]=1.F[P-](F)(F)(F)(F)F.N1(O[P+](N(C)C)(N(C)C)N(C)C)C2C=CC=CC=2N=N1.C(N(CC)C(C)C)(C)C, predict the reaction product. The product is: [Cl:49][C:50]1[CH:55]=[CH:54][C:53]([C:56]2([C:12]([N:9]3[CH2:10][CH2:11][C:4]4([O:3][CH2:1][CH2:2][C:5]4([CH3:6])[CH3:7])[CH2:8]3)=[O:14])[CH2:58][CH2:57]2)=[CH:52][CH:51]=1. (4) Given the reactants [C:1]1([C:22]2[CH:27]=[CH:26][CH:25]=[CH:24][CH:23]=2)[CH:6]=[CH:5][CH:4]=[CH:3][C:2]=1[NH:7][C:8]([O:10]C1CCN(C(C)C(O)=O)CC1)=[O:9].ON1C2N=CC=CC=2N=N1.C(N(C[C@@H](C1C=CC(OCC2C=CC=CC=2)=C2C=1C=CC(=O)N2)O[Si](C(C)(C)C)(C)C)CCC1C=C(NC(=O)CCCNC)C=CC=1)C1C=CC=CC=1.N1C(C)=CC=CC=1C, predict the reaction product. The product is: [C:1]1([C:22]2[CH:27]=[CH:26][CH:25]=[CH:24][CH:23]=2)[CH:6]=[CH:5][CH:4]=[CH:3][C:2]=1[NH:7][C:8](=[O:9])[OH:10]. (5) The product is: [F:1][C:2]1[CH:3]=[C:4]2[C:16](=[O:18])[NH:35][N:36]=[C:14]3[C:6]4[C:5]2=[C:9]([NH:8][C:7]=4[CH2:11][N:12]([CH:39]([CH3:41])[CH3:38])[CH2:13]3)[CH:10]=1. Given the reactants [F:1][C:2]1[CH:3]=[C:4]([C:16]([O:18]C)=O)[C:5]2[C:6]3[C:14](=O)[CH2:13][NH:12][CH2:11][C:7]=3[NH:8][C:9]=2[CH:10]=1.CN1CC2NC3C=CC=C4C(=O)[NH:35][N:36]=C(C=2C=34)C1.[CH3:38][C:39]([CH3:41])=O, predict the reaction product. (6) Given the reactants [CH3:1][C:2]1[C:7]([N+:8]([O-:10])=[O:9])=[CH:6][CH:5]=[CH:4][C:3]=1[O:11][CH3:12].C=O.C[C:16](C)([O-:18])C.[K+].C1COCC1, predict the reaction product. The product is: [CH3:12][O:11][C:3]1[CH:4]=[CH:5][CH:6]=[C:7]([N+:8]([O-:10])=[O:9])[C:2]=1[CH2:1][CH2:16][OH:18]. (7) Given the reactants [S:1]1[CH:5]=[CH:4][N:3]=[C:2]1[C:6]1[CH:7]=[CH:8][C:9]([CH2:12]O)=N[CH:11]=1.S(Cl)(Cl)=O.[Cl:18][CH2:19]Cl, predict the reaction product. The product is: [Cl:18][CH2:19][C:9]1[CH:8]=[CH:7][C:6]([C:2]2[S:1][CH:5]=[CH:4][N:3]=2)=[CH:11][CH:12]=1. (8) Given the reactants Br[C:2]1[C:3]([O:8][C:9]2[CH:10]=[CH:11][C:12]3[N:16]=[C:15]([CH2:17][O:18][C:19]4[CH:20]=[C:21]([CH:26]=[CH:27][CH:28]=4)[C:22]([O:24][CH3:25])=[O:23])[N:14]([CH3:29])[C:13]=3[CH:30]=2)=[N:4][CH:5]=[CH:6][CH:7]=1.[CH2:31](B(CC)CC)[CH3:32].C(=O)([O-])[O-].[K+].[K+].O, predict the reaction product. The product is: [CH2:31]([C:2]1[C:3]([O:8][C:9]2[CH:10]=[CH:11][C:12]3[N:16]=[C:15]([CH2:17][O:18][C:19]4[CH:20]=[C:21]([CH:26]=[CH:27][CH:28]=4)[C:22]([O:24][CH3:25])=[O:23])[N:14]([CH3:29])[C:13]=3[CH:30]=2)=[N:4][CH:5]=[CH:6][CH:7]=1)[CH3:32]. (9) Given the reactants [Br:1][C:2]1[CH:17]=[CH:16][C:5]2[N:6]([CH:11]3[CH2:15][CH2:14][NH:13][CH2:12]3)[CH2:7][CH2:8][CH2:9][CH2:10][C:4]=2[CH:3]=1.C=O.[C:20](O)(=O)C.[BH3-]C#N.[Na+].[OH-].[Na+], predict the reaction product. The product is: [Br:1][C:2]1[CH:17]=[CH:16][C:5]2[N:6]([CH:11]3[CH2:15][CH2:14][N:13]([CH3:20])[CH2:12]3)[CH2:7][CH2:8][CH2:9][CH2:10][C:4]=2[CH:3]=1. (10) Given the reactants [CH2:1]=[CH:2][CH2:3][CH2:4][CH2:5][CH2:6][CH2:7][CH2:8][CH2:9][CH3:10].Br[C:12]1[CH:19]=[CH:18][C:15]([CH:16]=[O:17])=[CH:14][CH:13]=1, predict the reaction product. The product is: [CH2:1]([C:12]1[CH:19]=[CH:18][C:15]([CH:16]=[O:17])=[CH:14][CH:13]=1)[CH2:2][CH2:3][CH2:4][CH2:5][CH2:6][CH2:7][CH2:8][CH2:9][CH3:10].